Dataset: NCI-60 drug combinations with 297,098 pairs across 59 cell lines. Task: Regression. Given two drug SMILES strings and cell line genomic features, predict the synergy score measuring deviation from expected non-interaction effect. (1) Drug 1: C1=NC2=C(N1)C(=S)N=C(N2)N. Drug 2: C1C(C(OC1N2C=C(C(=O)NC2=O)F)CO)O. Cell line: A498. Synergy scores: CSS=29.7, Synergy_ZIP=-4.96, Synergy_Bliss=-4.28, Synergy_Loewe=-1.40, Synergy_HSA=0.625. (2) Drug 1: CC(C1=C(C=CC(=C1Cl)F)Cl)OC2=C(N=CC(=C2)C3=CN(N=C3)C4CCNCC4)N. Drug 2: CC12CCC3C(C1CCC2OP(=O)(O)O)CCC4=C3C=CC(=C4)OC(=O)N(CCCl)CCCl.[Na+]. Cell line: A549. Synergy scores: CSS=-0.962, Synergy_ZIP=-6.40, Synergy_Bliss=-13.6, Synergy_Loewe=-29.3, Synergy_HSA=-14.5. (3) Drug 1: CN1CCC(CC1)COC2=C(C=C3C(=C2)N=CN=C3NC4=C(C=C(C=C4)Br)F)OC. Drug 2: CCC(=C(C1=CC=CC=C1)C2=CC=C(C=C2)OCCN(C)C)C3=CC=CC=C3.C(C(=O)O)C(CC(=O)O)(C(=O)O)O. Cell line: EKVX. Synergy scores: CSS=17.2, Synergy_ZIP=-5.19, Synergy_Bliss=-3.17, Synergy_Loewe=-11.7, Synergy_HSA=-1.82. (4) Drug 1: C1=CN(C(=O)N=C1N)C2C(C(C(O2)CO)O)O.Cl. Drug 2: C1CNP(=O)(OC1)N(CCCl)CCCl. Cell line: HOP-92. Synergy scores: CSS=20.2, Synergy_ZIP=4.05, Synergy_Bliss=1.52, Synergy_Loewe=-21.0, Synergy_HSA=-0.147. (5) Synergy scores: CSS=-6.37, Synergy_ZIP=5.43, Synergy_Bliss=6.72, Synergy_Loewe=-2.58, Synergy_HSA=-1.09. Drug 1: CC(C)NC(=O)C1=CC=C(C=C1)CNNC.Cl. Drug 2: C1CN(P(=O)(OC1)NCCCl)CCCl. Cell line: HOP-92. (6) Cell line: COLO 205. Drug 2: CC1=C(C=C(C=C1)C(=O)NC2=CC(=CC(=C2)C(F)(F)F)N3C=C(N=C3)C)NC4=NC=CC(=N4)C5=CN=CC=C5. Synergy scores: CSS=49.6, Synergy_ZIP=7.32, Synergy_Bliss=8.77, Synergy_Loewe=-5.74, Synergy_HSA=5.89. Drug 1: CCC1=CC2CC(C3=C(CN(C2)C1)C4=CC=CC=C4N3)(C5=C(C=C6C(=C5)C78CCN9C7C(C=CC9)(C(C(C8N6C)(C(=O)OC)O)OC(=O)C)CC)OC)C(=O)OC.C(C(C(=O)O)O)(C(=O)O)O.